Dataset: Forward reaction prediction with 1.9M reactions from USPTO patents (1976-2016). Task: Predict the product of the given reaction. (1) Given the reactants C[N:2](C)/[CH:3]=[CH:4]/[C:5]([C:7]1[C:12](=[O:13])[CH:11]=[CH:10][N:9]([C:14]2[CH:19]=[CH:18][CH:17]=[C:16]([OH:20])[CH:15]=2)[N:8]=1)=O.[C:22]1([NH:32]N)[C:31]2[C:26](=[CH:27][CH:28]=[CH:29][CH:30]=2)[CH:25]=[CH:24][CH:23]=1, predict the reaction product. The product is: [OH:20][C:16]1[CH:15]=[C:14]([N:9]2[CH:10]=[CH:11][C:12](=[O:13])[C:7]([C:5]3[N:32]([C:22]4[C:31]5[C:26](=[CH:27][CH:28]=[CH:29][CH:30]=5)[CH:25]=[CH:24][CH:23]=4)[N:2]=[CH:3][CH:4]=3)=[N:8]2)[CH:19]=[CH:18][CH:17]=1. (2) Given the reactants [Cl:1][C:2]1[C:3]([CH3:22])=[C:4]([N:8]2[C:12](=[O:13])[CH2:11][N:10]([C:14](=[O:21])[CH2:15][NH:16][CH2:17][CH2:18][O:19][CH3:20])[CH2:9]2)[CH:5]=[CH:6][CH:7]=1.[Cl:23][C:24]1[CH:29]=[CH:28][CH:27]=[C:26]([CH2:30]Cl)[CH:25]=1.C(=O)([O-])[O-].[Cs+].[Cs+], predict the reaction product. The product is: [Cl:23][C:24]1[CH:25]=[C:26]([CH:27]=[CH:28][CH:29]=1)[CH2:30][N:16]([CH2:17][CH2:18][O:19][CH3:20])[CH2:15][C:14]([N:10]1[CH2:11][C:12](=[O:13])[N:8]([C:4]2[CH:5]=[CH:6][CH:7]=[C:2]([Cl:1])[C:3]=2[CH3:22])[CH2:9]1)=[O:21].